The task is: Predict the product of the given reaction.. This data is from Forward reaction prediction with 1.9M reactions from USPTO patents (1976-2016). (1) Given the reactants C(=O)([O-])[O-].[K+].[K+].[C:7](Cl)(=[O:16])[O:8][CH2:9][C:10]1[CH:15]=[CH:14][CH:13]=[CH:12][CH:11]=1.[CH3:18][C:19]1[CH:33]=[CH:32][C:22]([C:23]([N:25]2[CH2:30][CH2:29][CH2:28][C@@H:27]([NH2:31])[CH2:26]2)=[O:24])=[CH:21][CH:20]=1.[Cl-].[Na+], predict the reaction product. The product is: [CH3:18][C:19]1[CH:20]=[CH:21][C:22]([C:23]([N:25]2[CH2:30][CH2:29][CH2:28][C@@H:27]([NH:31][C:7]([O:8][CH2:9][C:10]3[CH:15]=[CH:14][CH:13]=[CH:12][CH:11]=3)=[O:16])[CH2:26]2)=[O:24])=[CH:32][CH:33]=1. (2) Given the reactants O.[OH-].[Li+].[O:4]=[C:5]1[C:14]2[NH:15][CH:16]=[CH:17][C:13]=2[C:12]2[CH:11]=[CH:10][CH:9]=[CH:8][C:7]=2[NH:6]1.C([C:20]([O-:22])=[O:21])C, predict the reaction product. The product is: [O:4]=[C:5]1[C:14]2[NH:15][CH:16]=[C:17]([C:20]([OH:22])=[O:21])[C:13]=2[C:12]2[CH:11]=[CH:10][CH:9]=[CH:8][C:7]=2[NH:6]1. (3) Given the reactants [CH3:1][CH:2]([CH3:38])[CH2:3][C@H:4]([NH:21][C:22]1[N:27]=[CH:26][C:25]([C:28]([NH:30][CH2:31][CH2:32][C:33]([O:35]CC)=[O:34])=[O:29])=[CH:24][CH:23]=1)[C:5]1[CH:10]=[CH:9][C:8]([C:11]2[CH:16]=[CH:15][C:14]([C:17]([F:20])([F:19])[F:18])=[CH:13][N:12]=2)=[CH:7][CH:6]=1.O1CCCC1.[OH-].[Li+], predict the reaction product. The product is: [CH3:1][CH:2]([CH3:38])[CH2:3][C@H:4]([NH:21][C:22]1[N:27]=[CH:26][C:25]([C:28]([NH:30][CH2:31][CH2:32][C:33]([OH:35])=[O:34])=[O:29])=[CH:24][CH:23]=1)[C:5]1[CH:10]=[CH:9][C:8]([C:11]2[CH:16]=[CH:15][C:14]([C:17]([F:20])([F:19])[F:18])=[CH:13][N:12]=2)=[CH:7][CH:6]=1. (4) Given the reactants [CH3:1][O:2][C:3](=[O:22])[CH:4]([NH:11][C:12]([O:14][CH2:15][C:16]1[CH:21]=[CH:20][CH:19]=[CH:18][CH:17]=1)=[O:13])P(OC)(OC)=O.C1CCN2C(=NCCC2)CC1.[Br:34][C:35]1[CH:36]=[CH:37][C:38]([O:43][CH3:44])=[C:39]([CH:42]=1)[CH:40]=O, predict the reaction product. The product is: [CH3:1][O:2][C:3](=[O:22])/[C:4](/[NH:11][C:12]([O:14][CH2:15][C:16]1[CH:17]=[CH:18][CH:19]=[CH:20][CH:21]=1)=[O:13])=[CH:40]/[C:39]1[CH:42]=[C:35]([Br:34])[CH:36]=[CH:37][C:38]=1[O:43][CH3:44]. (5) Given the reactants [CH2:1]([O:3][C:4]([C:6]1[C:15]2[C:10](=[CH:11][C:12]([O:17][CH3:18])=[C:13]([OH:16])[CH:14]=2)[C:9]([C:19](=[O:30])[C:20]2[CH:25]=[CH:24][CH:23]=[C:22]([O:26][CH:27]([CH3:29])[CH3:28])[CH:21]=2)=[N:8][CH:7]=1)=[O:5])[CH3:2].C(=O)([O-])[O-].[K+].[K+].Cl[CH2:38][C:39]([N:41]([CH3:43])[CH3:42])=[O:40], predict the reaction product. The product is: [CH2:1]([O:3][C:4]([C:6]1[C:15]2[C:10](=[CH:11][C:12]([O:17][CH3:18])=[C:13]([O:16][CH2:38][C:39](=[O:40])[N:41]([CH3:43])[CH3:42])[CH:14]=2)[C:9]([C:19](=[O:30])[C:20]2[CH:25]=[CH:24][CH:23]=[C:22]([O:26][CH:27]([CH3:29])[CH3:28])[CH:21]=2)=[N:8][CH:7]=1)=[O:5])[CH3:2]. (6) Given the reactants [CH:1]1([NH:4][C:5]([C:7]2[CH:8]=[CH:9][C:10]([CH3:27])=[C:11]([C:13]3[CH:14]=[C:15]4[C:19](=[CH:20][CH:21]=3)[N:18]([CH2:22][C:23]([O:25]C)=O)[N:17]=[CH:16]4)[CH:12]=2)=[O:6])[CH2:3][CH2:2]1.[CH2:28]([NH2:35])[C:29]1[CH:34]=[CH:33][CH:32]=[CH:31][CH:30]=1, predict the reaction product. The product is: [CH:1]1([NH:4][C:5](=[O:6])[C:7]2[CH:8]=[CH:9][C:10]([CH3:27])=[C:11]([C:13]3[CH:14]=[C:15]4[C:19](=[CH:20][CH:21]=3)[N:18]([CH2:22][C:23](=[O:25])[NH:35][CH2:28][C:29]3[CH:34]=[CH:33][CH:32]=[CH:31][CH:30]=3)[N:17]=[CH:16]4)[CH:12]=2)[CH2:2][CH2:3]1. (7) Given the reactants C1([O:7][C:8](=O)[NH:9][C:10]2[CH:15]=[CH:14][C:13]([O:16][C:17]3[C:26]4[C:21](=[CH:22][C:23]([O:29][CH3:30])=[C:24]([O:27][CH3:28])[CH:25]=4)[N:20]=[CH:19][CH:18]=3)=[CH:12][CH:11]=2)C=CC=CC=1.[CH:32]1([NH2:35])[CH2:34][CH2:33]1.C(OCC)(=O)C.O, predict the reaction product. The product is: [CH:32]1([NH:35][C:8]([NH:9][C:10]2[CH:15]=[CH:14][C:13]([O:16][C:17]3[C:26]4[C:21](=[CH:22][C:23]([O:29][CH3:30])=[C:24]([O:27][CH3:28])[CH:25]=4)[N:20]=[CH:19][CH:18]=3)=[CH:12][CH:11]=2)=[O:7])[CH2:34][CH2:33]1.